From a dataset of Choline transporter screen with 302,306 compounds. Binary Classification. Given a drug SMILES string, predict its activity (active/inactive) in a high-throughput screening assay against a specified biological target. The result is 0 (inactive). The molecule is O(CCNc1ncnc2n(ncc12)c1ccccc1)CCO.